This data is from Forward reaction prediction with 1.9M reactions from USPTO patents (1976-2016). The task is: Predict the product of the given reaction. (1) Given the reactants [Cl:1][C:2]1[N:7]=[CH:6][C:5]([C:8]2[S:9][CH:10]=[C:11]([C:13]([N:15]3CCCC(O)C3)=[O:14])[N:12]=2)=[C:4]([NH:22][CH:23]([CH3:25])[CH3:24])[CH:3]=1.N1CCCC(O)[CH2:27]1.[Cl-].[NH4+], predict the reaction product. The product is: [Cl:1][C:2]1[N:7]=[CH:6][C:5]([C:8]2[S:9][C:10]([CH3:27])=[C:11]([C:13]([NH2:15])=[O:14])[N:12]=2)=[C:4]([NH:22][CH:23]([CH3:24])[CH3:25])[CH:3]=1. (2) Given the reactants [NH2:1][C:2]([CH3:7])([CH3:6])[CH2:3][CH2:4][OH:5].CCN(CC)CC.[CH3:15][C:16]([O:19][C:20](O[C:20]([O:19][C:16]([CH3:18])([CH3:17])[CH3:15])=[O:21])=[O:21])([CH3:18])[CH3:17], predict the reaction product. The product is: [C:16]([O:19][C:20]([NH:1][C:2]([CH3:7])([CH3:6])[CH2:3][CH2:4][OH:5])=[O:21])([CH3:18])([CH3:17])[CH3:15]. (3) Given the reactants [F:1][C:2]([F:7])([F:6])[C:3]([OH:5])=[O:4].C(OC([N:15]1[CH2:18][CH:17]([C:19]2[CH:24]=[CH:23][C:22]([O:25][CH2:26][C:27]3[CH:32]=[CH:31][CH:30]=[CH:29][CH:28]=3)=[CH:21][C:20]=2[O:33][CH2:34][C:35]2[CH:40]=[CH:39][CH:38]=[CH:37][CH:36]=2)[CH2:16]1)=O)(C)(C)C, predict the reaction product. The product is: [F:1][C:2]([F:7])([F:6])[C:3]([OH:5])=[O:4].[CH2:34]([O:33][C:20]1[CH:21]=[C:22]([O:25][CH2:26][C:27]2[CH:32]=[CH:31][CH:30]=[CH:29][CH:28]=2)[CH:23]=[CH:24][C:19]=1[CH:17]1[CH2:18][NH:15][CH2:16]1)[C:35]1[CH:40]=[CH:39][CH:38]=[CH:37][CH:36]=1. (4) Given the reactants [C:1]([O:5][C:6]([N:8]1[CH:13]([CH2:14][O:15][CH3:16])[CH2:12][C:11](=O)[CH2:10][CH:9]1[CH2:18][CH3:19])=[O:7])([CH3:4])([CH3:3])[CH3:2].[F:20][C:21]([F:35])([F:34])[C:22]1[CH:23]=[C:24]([CH:27]=[C:28]([C:30]([F:33])([F:32])[F:31])[CH:29]=1)[CH2:25][NH2:26].C(O)(=O)C.[BH-](OC(C)=O)(OC(C)=O)OC(C)=O.[Na+], predict the reaction product. The product is: [C:1]([O:5][C:6]([N:8]1[CH:13]([CH2:14][O:15][CH3:16])[CH2:12][CH:11]([NH:26][CH2:25][C:24]2[CH:27]=[C:28]([C:30]([F:31])([F:32])[F:33])[CH:29]=[C:22]([C:21]([F:20])([F:34])[F:35])[CH:23]=2)[CH2:10][CH:9]1[CH2:18][CH3:19])=[O:7])([CH3:4])([CH3:3])[CH3:2]. (5) Given the reactants [C:1]1([C:7]2[N:12]=[C:11]([N:13]3[CH2:18][CH2:17][N:16](C(OC(C)(C)C)=O)[CH2:15][CH2:14]3)[CH:10]=[CH:9][CH:8]=2)[CH:6]=[CH:5][CH:4]=[CH:3][CH:2]=1.C(OCC)(=O)C.[ClH:32], predict the reaction product. The product is: [ClH:32].[ClH:32].[C:1]1([C:7]2[N:12]=[C:11]([N:13]3[CH2:18][CH2:17][NH:16][CH2:15][CH2:14]3)[CH:10]=[CH:9][CH:8]=2)[CH:2]=[CH:3][CH:4]=[CH:5][CH:6]=1. (6) Given the reactants [Br:1][C:2]1[CH:7]=[CH:6][CH:5]=[C:4]([F:8])[C:3]=1[OH:9].CN(C=O)C.N1C=CN=C1.[C:20]([Si:24](Cl)([CH3:26])[CH3:25])([CH3:23])([CH3:22])[CH3:21], predict the reaction product. The product is: [Br:1][C:2]1[CH:7]=[CH:6][CH:5]=[C:4]([F:8])[C:3]=1[O:9][Si:24]([C:20]([CH3:23])([CH3:22])[CH3:21])([CH3:26])[CH3:25]. (7) The product is: [Si:20]([O:13][CH2:12][CH:11]([OH:14])[C:8]1[CH:7]=[CH:6][C:5]([C:1]([CH3:4])([CH3:2])[CH3:3])=[CH:10][CH:9]=1)([C:23]([CH3:26])([CH3:25])[CH3:24])([CH3:22])[CH3:21]. Given the reactants [C:1]([C:5]1[CH:10]=[CH:9][C:8]([CH:11]([OH:14])[CH2:12][OH:13])=[CH:7][CH:6]=1)([CH3:4])([CH3:3])[CH3:2].N1C=CN=C1.[Si:20](Cl)([C:23]([CH3:26])([CH3:25])[CH3:24])([CH3:22])[CH3:21], predict the reaction product. (8) The product is: [C:1]([O:5][C:6]([NH:8][C@H:9]1[CH2:13][CH2:12][N:11]([CH:14]([CH2:20][C:21]2[N:22]=[CH:23][N:24]3[C:33]4[C:28](=[CH:29][C:30]([CH3:34])=[CH:31][CH:32]=4)[CH2:27][CH2:26][C:25]=23)[C:15]([OH:17])=[O:16])[CH2:10]1)=[O:7])([CH3:4])([CH3:3])[CH3:2]. Given the reactants [C:1]([O:5][C:6]([NH:8][C@H:9]1[CH2:13][CH2:12][N:11]([CH:14]([CH2:20][C:21]2[N:22]=[CH:23][N:24]3[C:33]4[C:28](=[CH:29][C:30]([CH3:34])=[CH:31][CH:32]=4)[CH2:27][CH2:26][C:25]=23)[C:15]([O:17]CC)=[O:16])[CH2:10]1)=[O:7])([CH3:4])([CH3:3])[CH3:2].[OH-].[Na+], predict the reaction product.